Dataset: CYP2D6 inhibition data for predicting drug metabolism from PubChem BioAssay. Task: Regression/Classification. Given a drug SMILES string, predict its absorption, distribution, metabolism, or excretion properties. Task type varies by dataset: regression for continuous measurements (e.g., permeability, clearance, half-life) or binary classification for categorical outcomes (e.g., BBB penetration, CYP inhibition). Dataset: cyp2d6_veith. The molecule is N#CC1=C(N)OC2=C(CC/C2=C\c2ccccc2)C1c1ccccc1. The result is 0 (non-inhibitor).